Dataset: Forward reaction prediction with 1.9M reactions from USPTO patents (1976-2016). Task: Predict the product of the given reaction. (1) Given the reactants [NH2:1][CH2:2][CH2:3][CH2:4][CH2:5][NH2:6].C([O-])([O-])=O.[K+].[K+].[C:13]([O:17][C:18]([N:20]([CH3:30])[CH2:21][CH2:22][CH2:23][CH2:24]OS(C)(=O)=O)=[O:19])([CH3:16])([CH3:15])[CH3:14], predict the reaction product. The product is: [C:13]([O:17][C:18](=[O:19])[N:20]([CH2:21][CH2:22][CH2:23][CH2:24][NH:1][CH2:2][CH2:3][CH2:4][CH2:5][NH2:6])[CH3:30])([CH3:16])([CH3:15])[CH3:14]. (2) Given the reactants [NH2:1][CH2:2][CH:3]1[CH2:8][CH2:7][N:6]([C:9]([O:11][CH2:12][C:13]2[CH:18]=[CH:17][CH:16]=[CH:15][CH:14]=2)=[O:10])[CH2:5][CH2:4]1.[C:19]([C:21]1[CH:22]=[N:23][CH:24]=[CH:25][CH:26]=1)#[N:20].CCOCC, predict the reaction product. The product is: [CH2:12]([O:11][C:9]([N:6]1[CH2:7][CH2:8][CH:3]([CH2:2][NH:1][C:22]2[C:21]([C:19]#[N:20])=[CH:26][CH:25]=[CH:24][N:23]=2)[CH2:4][CH2:5]1)=[O:10])[C:13]1[CH:14]=[CH:15][CH:16]=[CH:17][CH:18]=1. (3) Given the reactants [Si:1]([O:8][CH2:9][C:10]1[N:11]([CH3:25])[C:12]2[CH:13]=[CH:14][C:15]3[CH:23]([OH:24])[CH2:22][CH2:21][CH:20]=[CH:19][C:16]=3[C:17]=2[CH:18]=1)([C:4]([CH3:7])([CH3:6])[CH3:5])([CH3:3])[CH3:2], predict the reaction product. The product is: [Si:1]([O:8][CH2:9][C:10]1[N:11]([CH3:25])[C:12]2[CH:13]=[CH:14][C:15]3[CH:23]([OH:24])[CH2:22][CH2:21][CH2:20][CH2:19][C:16]=3[C:17]=2[CH:18]=1)([C:4]([CH3:7])([CH3:6])[CH3:5])([CH3:3])[CH3:2].